This data is from Catalyst prediction with 721,799 reactions and 888 catalyst types from USPTO. The task is: Predict which catalyst facilitates the given reaction. (1) Reactant: ON1C2C=CC=CC=2N=N1.[Cl:11][C:12]1[CH:13]=[C:14]([CH:18]=[CH:19][C:20]=1[C:21]([O:23][CH3:24])=[O:22])[C:15]([OH:17])=O.[C:25]1([C@H:35]([NH2:37])[CH3:36])[C:34]2[C:29](=[CH:30][CH:31]=[CH:32][CH:33]=2)[CH:28]=[CH:27][CH:26]=1. Product: [CH3:24][O:23][C:21](=[O:22])[C:20]1[CH:19]=[CH:18][C:14]([C:15]([NH:37][C@@H:35]([C:25]2[C:34]3[C:29](=[CH:30][CH:31]=[CH:32][CH:33]=3)[CH:28]=[CH:27][CH:26]=2)[CH3:36])=[O:17])=[CH:13][C:12]=1[Cl:11]. The catalyst class is: 9. (2) Reactant: [CH2:1]([O:3][C:4]([N:6]1[C:15]2[C:10](=[CH:11][C:12]([CH3:17])=[N:13][C:14]=2[CH3:16])[C:9](=[N:18]O)[CH2:8][CH:7]1[CH2:20][CH3:21])=[O:5])[CH3:2]. Product: [CH2:1]([O:3][C:4]([N:6]1[C:15]2[C:10](=[CH:11][C:12]([CH3:17])=[N:13][C:14]=2[CH3:16])[CH:9]([NH2:18])[CH2:8][CH:7]1[CH2:20][CH3:21])=[O:5])[CH3:2]. The catalyst class is: 183.